This data is from Forward reaction prediction with 1.9M reactions from USPTO patents (1976-2016). The task is: Predict the product of the given reaction. Given the reactants [Br:1][C:2]1[C:3]([C@@H:9]([NH:19][S@](C(C)(C)C)=O)[CH2:10][C:11]2[CH:16]=[C:15]([F:17])[CH:14]=[C:13]([F:18])[CH:12]=2)=[N:4][C:5]([Br:8])=[CH:6][CH:7]=1.[ClH:26], predict the reaction product. The product is: [ClH:26].[Br:1][C:2]1[C:3]([C@@H:9]([NH2:19])[CH2:10][C:11]2[CH:16]=[C:15]([F:17])[CH:14]=[C:13]([F:18])[CH:12]=2)=[N:4][C:5]([Br:8])=[CH:6][CH:7]=1.